Task: Predict the product of the given reaction.. Dataset: Forward reaction prediction with 1.9M reactions from USPTO patents (1976-2016) (1) Given the reactants [O:1]=[C:2]1[CH:11]=[CH:10][C:9]2[C:4](=[CH:5][CH:6]=[CH:7][CH:8]=2)[N:3]1[CH2:12][CH:13]=O.[C:15]([O:19][C:20](=[O:39])[N:21]([CH2:28][C:29]1[CH:38]=[CH:37][C:32]2[O:33][CH2:34][CH2:35][O:36][C:31]=2[CH:30]=1)[CH:22]1[CH2:27][CH2:26][NH:25][CH2:24][CH2:23]1)([CH3:18])([CH3:17])[CH3:16].C(O[BH-](OC(=O)C)OC(=O)C)(=O)C.[Na+].C(=O)([O-])O.[Na+], predict the reaction product. The product is: [C:15]([O:19][C:20](=[O:39])[N:21]([CH2:28][C:29]1[CH:38]=[CH:37][C:32]2[O:33][CH2:34][CH2:35][O:36][C:31]=2[CH:30]=1)[CH:22]1[CH2:27][CH2:26][N:25]([CH2:13][CH2:12][N:3]2[C:4]3[C:9](=[CH:8][CH:7]=[CH:6][CH:5]=3)[CH:10]=[CH:11][C:2]2=[O:1])[CH2:24][CH2:23]1)([CH3:18])([CH3:16])[CH3:17]. (2) Given the reactants [CH2:1]([O:8][C:9]1[CH:23]=[C:22]([CH2:24][CH3:25])[CH:21]=[CH:20][C:10]=1[O:11][C:12]1[CH:18]=[CH:17][C:15]([NH2:16])=[CH:14][C:13]=1[F:19])[C:2]1[CH:7]=[CH:6][CH:5]=[CH:4][CH:3]=1.C([O-])([O-])=O.[K+].[K+].Br[CH2:33][CH2:34][CH2:35][OH:36], predict the reaction product. The product is: [CH2:1]([O:8][C:9]1[CH:23]=[C:22]([CH2:24][CH3:25])[CH:21]=[CH:20][C:10]=1[O:11][C:12]1[CH:18]=[CH:17][C:15]([NH:16][CH2:33][CH2:34][CH2:35][OH:36])=[CH:14][C:13]=1[F:19])[C:2]1[CH:3]=[CH:4][CH:5]=[CH:6][CH:7]=1. (3) Given the reactants [O:1]1[C:5]2[CH:6]=[C:7]([OH:10])[CH:8]=[CH:9][C:4]=2[CH2:3][CH2:2]1.CC1C=C(O)C=CC=1C.[C:20]1([CH:26]([C:39]2[CH:44]=[CH:43][CH:42]=[CH:41][CH:40]=2)[N:27]2[C:35]3[C:30](=[CH:31][C:32]([F:36])=[CH:33][CH:34]=3)[C:29](=[O:37])[C:28]2=[O:38])[CH:25]=[CH:24][CH:23]=[CH:22][CH:21]=1.C1(C(C2C=CC=CC=2)N2C3C(=CC=CC=3)C(=O)C2=O)C=CC=CC=1, predict the reaction product. The product is: [C:39]1([CH:26]([C:20]2[CH:25]=[CH:24][CH:23]=[CH:22][CH:21]=2)[N:27]2[C:35]3[C:30](=[CH:31][C:32]([F:36])=[CH:33][CH:34]=3)[C:29]([OH:37])([C:8]3[C:7]([OH:10])=[CH:6][C:5]4[O:1][CH2:2][CH2:3][C:4]=4[CH:9]=3)[C:28]2=[O:38])[CH:40]=[CH:41][CH:42]=[CH:43][CH:44]=1. (4) Given the reactants Cl.[NH2:2][CH2:3][CH2:4][C:5]1[O:9][N:8]=[C:7]([C:10]2[CH:17]=[CH:16][C:13]([C:14]#[N:15])=[C:12]([Cl:18])[CH:11]=2)[CH:6]=1.[N:19]1[CH:24]=[CH:23][CH:22]=[C:21]([C:25]2[NH:29][N:28]=[C:27]([C:30](O)=[O:31])[CH:26]=2)[CH:20]=1.CCN(C(C)C)C(C)C.C1C=C2N=NN(O)C2=CC=1.O.CCN=C=NCCCN(C)C.Cl.Cl.CCOCC, predict the reaction product. The product is: [Cl:18][C:12]1[CH:11]=[C:10]([C:7]2[CH:6]=[C:5]([CH2:4][CH2:3][NH:2][C:30]([C:27]3[CH:26]=[C:25]([C:21]4[CH:20]=[N:19][CH:24]=[CH:23][CH:22]=4)[NH:29][N:28]=3)=[O:31])[O:9][N:8]=2)[CH:17]=[CH:16][C:13]=1[C:14]#[N:15]. (5) Given the reactants [Br:1][C:2]1[CH:3]=[CH:4][C:5]([Cl:12])=[C:6]([CH:11]=1)[CH2:7][N:8]=[N+]=[N-].C1(P(C2C=CC=CC=2)C2C=CC=CC=2)C=CC=CC=1.[OH-].[NH4+].[OH-].[Na+].OS(O)(=O)=O, predict the reaction product. The product is: [Br:1][C:2]1[CH:3]=[CH:4][C:5]([Cl:12])=[C:6]([CH:11]=1)[CH2:7][NH2:8]. (6) Given the reactants Cl.[CH2:2]([NH:4][O:5][CH3:6])[CH3:3].[C:7]([C:11]1[O:12][C:13]2[C:19]([S:20](Cl)(=[O:22])=[O:21])=[C:18]([Cl:24])[CH:17]=[CH:16][C:14]=2[N:15]=1)([CH3:10])([CH3:9])[CH3:8], predict the reaction product. The product is: [CH2:2]([N:4]([O:5][CH3:6])[S:20]([C:19]1[C:13]2[O:12][C:11]([C:7]([CH3:9])([CH3:8])[CH3:10])=[N:15][C:14]=2[CH:16]=[CH:17][C:18]=1[Cl:24])(=[O:21])=[O:22])[CH3:3]. (7) Given the reactants [OH:1][C:2]1[CH:15]=[CH:14][C:13]2[O:12][C:11]3[C:6](=[CH:7][C:8]([C:16]4[CH:17]=[N:18][CH:19]=[N:20][CH:21]=4)=[CH:9][CH:10]=3)[C:5]3([CH2:25][O:24][C:23]([NH2:26])=[N:22]3)[C:4]=2[CH:3]=1.C(=O)([O-])[O-].[Cs+].[Cs+].CN(C=O)C.I[CH2:39][CH2:40][CH3:41], predict the reaction product. The product is: [CH2:39]([O:1][C:2]1[CH:15]=[CH:14][C:13]2[O:12][C:11]3[C:6](=[CH:7][C:8]([C:16]4[CH:17]=[N:18][CH:19]=[N:20][CH:21]=4)=[CH:9][CH:10]=3)[C:5]3([CH2:25][O:24][C:23]([NH2:26])=[N:22]3)[C:4]=2[CH:3]=1)[CH2:40][CH3:41]. (8) Given the reactants [C:1]([N:8]1[CH2:13][CH2:12][C:11](=O)[CH2:10][CH2:9]1)([O:3][C:4]([CH3:7])([CH3:6])[CH3:5])=[O:2].[NH2:15][C:16]1[CH:21]=[CH:20][CH:19]=[CH:18][CH:17]=1.C(O)(=O)C.C(O[BH-](OC(=O)C)OC(=O)C)(=O)C.[Na+], predict the reaction product. The product is: [C:16]1([NH:15][CH:11]2[CH2:12][CH2:13][N:8]([C:1]([O:3][C:4]([CH3:7])([CH3:6])[CH3:5])=[O:2])[CH2:9][CH2:10]2)[CH:21]=[CH:20][CH:19]=[CH:18][CH:17]=1. (9) Given the reactants [CH3:1][C:2]1([CH3:5])[CH2:4][O:3]1.[OH:6][N:7]1[C:11](=[O:12])[C:10]2=[CH:13][CH:14]=[CH:15][CH:16]=[C:9]2[C:8]1=[O:17], predict the reaction product. The product is: [OH:3][C:2]([CH3:5])([CH3:4])[CH2:1][O:6][N:7]1[C:8](=[O:17])[C:9]2[C:10](=[CH:13][CH:14]=[CH:15][CH:16]=2)[C:11]1=[O:12]. (10) Given the reactants [C:1]([C:4]1[CH:5]=[CH:6][C:7]2[C:8]3[C:16]([C:17]4[CH:22]=[CH:21][CH:20]=[C:19]([N:23]5[CH2:31][C:30]6[C:25](=[CH:26][C:27]([O:32][CH3:33])=[CH:28][CH:29]=6)[C:24]5=[O:34])[C:18]=4[CH3:35])=[N:15][N:14]=[C:13]([C:36]([NH2:38])=[O:37])[C:9]=3[NH:10][C:11]=2[CH:12]=1)(=[O:3])[CH3:2].[CH3:39][Mg]Br, predict the reaction product. The product is: [OH:3][C:1]([C:4]1[CH:5]=[CH:6][C:7]2[C:8]3[C:16]([C:17]4[CH:22]=[CH:21][CH:20]=[C:19]([N:23]5[CH2:31][C:30]6[C:25](=[CH:26][C:27]([O:32][CH3:33])=[CH:28][CH:29]=6)[C:24]5=[O:34])[C:18]=4[CH3:35])=[N:15][N:14]=[C:13]([C:36]([NH2:38])=[O:37])[C:9]=3[NH:10][C:11]=2[CH:12]=1)([CH3:39])[CH3:2].